From a dataset of Forward reaction prediction with 1.9M reactions from USPTO patents (1976-2016). Predict the product of the given reaction. Given the reactants [O:1]1[C:5]2[CH:6]=[CH:7][C:8]([C:10]3[C:19]4[C:20](=[O:23])[O:21][CH2:22][C:18]=4[C:17]([OH:24])=[C:16]4[C:11]=3[CH:12]=[C:13]([O:27][CH3:28])[C:14]([O:25][CH3:26])=[CH:15]4)=[CH:9][C:4]=2[O:3][CH2:2]1.IC.[C:31](=O)([O-])[O-].[K+].[K+].[Cl-].[NH4+], predict the reaction product. The product is: [O:1]1[C:5]2[CH:6]=[CH:7][C:8]([C:10]3[C:19]4[C:20](=[O:23])[O:21][CH2:22][C:18]=4[C:17]([O:24][CH3:31])=[C:16]4[C:11]=3[CH:12]=[C:13]([O:27][CH3:28])[C:14]([O:25][CH3:26])=[CH:15]4)=[CH:9][C:4]=2[O:3][CH2:2]1.